Predict the reactants needed to synthesize the given product. From a dataset of Full USPTO retrosynthesis dataset with 1.9M reactions from patents (1976-2016). (1) Given the product [Br:1][C:2]1[CH:7]=[CH:6][N:5]=[C:4]2[NH:8][C:9]([C:11]3[CH2:16][CH2:15][N:14]([C:17]([O:19][C:20]([CH3:23])([CH3:22])[CH3:21])=[O:18])[CH2:13][CH:12]=3)=[CH:10][C:3]=12, predict the reactants needed to synthesize it. The reactants are: [Br:1][C:2]1[CH:7]=[CH:6][N:5]=[C:4]2[N:8](S(C3C=CC=CC=3)(=O)=O)[C:9]([C:11]3[CH2:16][CH2:15][N:14]([C:17]([O:19][C:20]([CH3:23])([CH3:22])[CH3:21])=[O:18])[CH2:13][CH:12]=3)=[CH:10][C:3]=12.[OH-].[Na+].O. (2) Given the product [CH3:1][O:2][C:3]([CH2:4][O:5][C:6]1[CH:11]=[CH:10][C:9]([O:12][CH2:13]/[CH:14]=[CH:15]/[C:16]#[C:17][C:18]2[CH:23]=[CH:22][C:21]([C:24]#[C:25]/[CH:26]=[CH:27]/[CH2:28][O:29][C:30]3[CH:35]=[CH:34][C:33]([O:36][CH2:37][C:38]([OH:40])=[O:39])=[C:32]([CH3:42])[CH:31]=3)=[CH:20][CH:19]=2)=[CH:8][C:7]=1[CH3:43])=[O:44], predict the reactants needed to synthesize it. The reactants are: [CH3:1][O:2][C:3](=[O:44])[CH2:4][O:5][C:6]1[CH:11]=[CH:10][C:9]([O:12][CH2:13]/[CH:14]=[CH:15]/[C:16]#[C:17][C:18]2[CH:23]=[CH:22][C:21]([C:24]#[C:25]/[CH:26]=[CH:27]/[CH2:28][O:29][C:30]3[CH:35]=[CH:34][C:33]([O:36][CH2:37][C:38]([O:40]C)=[O:39])=[C:32]([CH3:42])[CH:31]=3)=[CH:20][CH:19]=2)=[CH:8][C:7]=1[CH3:43].[OH-].[Na+].O.Cl. (3) The reactants are: Br[C:2]1[S:3][C:4]([C:15]2[CH:20]=[CH:19][C:18]([Cl:21])=[CH:17][C:16]=2[CH3:22])=[C:5]([C:7]2[CH:12]=[CH:11][C:10]([Cl:13])=[CH:9][C:8]=2[CH3:14])[N:6]=1.[C:23]([Cu])#[N:24]. Given the product [Cl:13][C:10]1[CH:11]=[CH:12][C:7]([C:5]2[N:6]=[C:2]([C:23]#[N:24])[S:3][C:4]=2[C:15]2[CH:20]=[CH:19][C:18]([Cl:21])=[CH:17][C:16]=2[CH3:22])=[C:8]([CH3:14])[CH:9]=1, predict the reactants needed to synthesize it. (4) Given the product [CH:20]1([CH2:23][NH:24][C:25]([C:27]2[C:35]3[C:30](=[CH:31][C:32]([O:36][C:2]4[CH:7]=[CH:6][N:5]=[C:4]5[CH:8]=[C:9]([C:11]6[S:12][CH:13]=[C:14]([C:16]([OH:19])([CH3:18])[CH3:17])[N:15]=6)[S:10][C:3]=45)=[CH:33][CH:34]=3)[N:29]([CH3:37])[C:28]=2[CH3:38])=[O:26])[CH2:22][CH2:21]1, predict the reactants needed to synthesize it. The reactants are: Cl[C:2]1[CH:7]=[CH:6][N:5]=[C:4]2[CH:8]=[C:9]([C:11]3[S:12][CH:13]=[C:14]([C:16]([OH:19])([CH3:18])[CH3:17])[N:15]=3)[S:10][C:3]=12.[CH:20]1([CH2:23][NH:24][C:25]([C:27]2[C:35]3[C:30](=[CH:31][C:32]([OH:36])=[CH:33][CH:34]=3)[N:29]([CH3:37])[C:28]=2[CH3:38])=[O:26])[CH2:22][CH2:21]1.C([O-])([O-])=O.[Cs+].[Cs+]. (5) Given the product [CH2:1]([N:8]1[C:9](=[O:15])[CH2:10][CH2:11][C@H:12]1[CH2:13][O:14][C:21]1[CH:22]=[CH:23][CH:24]=[C:17]([OH:16])[C:18]=1[CH:19]=[O:20])[C:2]1[CH:3]=[CH:4][CH:5]=[CH:6][CH:7]=1, predict the reactants needed to synthesize it. The reactants are: [CH2:1]([N:8]1[C@H:12]([CH2:13][OH:14])[CH2:11][CH2:10][C:9]1=[O:15])[C:2]1[CH:7]=[CH:6][CH:5]=[CH:4][CH:3]=1.[OH:16][C:17]1[CH:24]=[CH:23][CH:22]=[C:21](O)[C:18]=1[CH:19]=[O:20].C1C=CC(P(C2C=CC=CC=2)C2C=CC=CC=2)=CC=1.CC(OC(/N=N/C(OC(C)C)=O)=O)C.C(C#N)(C)=O. (6) Given the product [CH:22]([N:21]([CH:25]([CH3:26])[CH3:27])[CH2:20][CH2:19][C@@H:18]([C:13]1[CH:12]=[C:11]([CH2:10][CH2:9][O:8][C:7]2[CH:6]=[CH:5][C:4]([CH2:3][CH2:2][NH:1][C:39](=[O:40])[C:38]3[CH:42]=[CH:43][C:44]([OH:47])=[C:45]([F:46])[C:37]=3[F:36])=[CH:35][CH:34]=2)[CH:16]=[CH:15][C:14]=1[OH:17])[C:28]1[CH:29]=[CH:30][CH:31]=[CH:32][CH:33]=1)([CH3:24])[CH3:23], predict the reactants needed to synthesize it. The reactants are: [NH2:1][CH2:2][CH2:3][C:4]1[CH:35]=[CH:34][C:7]([O:8][CH2:9][CH2:10][C:11]2[CH:16]=[CH:15][C:14]([OH:17])=[C:13]([C@@H:18]([C:28]3[CH:33]=[CH:32][CH:31]=[CH:30][CH:29]=3)[CH2:19][CH2:20][N:21]([CH:25]([CH3:27])[CH3:26])[CH:22]([CH3:24])[CH3:23])[CH:12]=2)=[CH:6][CH:5]=1.[F:36][C:37]1[C:45]([F:46])=[C:44]([OH:47])[CH:43]=[CH:42][C:38]=1[C:39](O)=[O:40]. (7) Given the product [CH3:1][O:2][C:3](=[O:35])[C:4]1[CH:9]=[CH:8][CH:7]=[C:6]([CH2:10][N:11]2[C:16](=[O:17])[CH:15]=[CH:14][C:13]([C:18]3[CH:23]=[CH:22][CH:21]=[C:20]([CH2:24][CH2:25][N:26]4[C:30]([NH2:31])=[CH:29][C:28]([CH3:34])=[N:27]4)[CH:19]=3)=[N:12]2)[CH:5]=1, predict the reactants needed to synthesize it. The reactants are: [CH3:1][O:2][C:3](=[O:35])[C:4]1[CH:9]=[CH:8][CH:7]=[C:6]([CH2:10][N:11]2[C:16](=[O:17])[CH:15]=[CH:14][C:13]([C:18]3[CH:23]=[CH:22][CH:21]=[C:20]([CH2:24][CH2:25][N:26]4[C:30]([N+:31]([O-])=O)=[CH:29][C:28]([CH3:34])=[N:27]4)[CH:19]=3)=[N:12]2)[CH:5]=1.Cl[Sn]Cl. (8) Given the product [CH3:2][Si:3]([C:6]#[C:7][C:8]1([NH:12][C:18](=[O:19])[O:17][C:14]([CH3:16])([CH3:15])[CH3:13])[CH2:9][O:10][CH2:11]1)([CH3:4])[CH3:5], predict the reactants needed to synthesize it. The reactants are: Cl.[CH3:2][Si:3]([C:6]#[C:7][C:8]1([NH2:12])[CH2:11][O:10][CH2:9]1)([CH3:5])[CH3:4].[CH3:13][C:14]([O:17][C:18](O[C:18]([O:17][C:14]([CH3:16])([CH3:15])[CH3:13])=[O:19])=[O:19])([CH3:16])[CH3:15]. (9) Given the product [CH2:1]([O:3][C:4]([C@@H:6]1[CH2:10][CH:9]([O:11][S:29]([CH3:28])(=[O:31])=[O:30])[CH2:8][C@H:7]1[CH2:12][O:13][C:14]1[CH:15]=[CH:16][C:17]([Cl:20])=[CH:18][CH:19]=1)=[O:5])[CH3:2], predict the reactants needed to synthesize it. The reactants are: [CH2:1]([O:3][C:4]([C@@H:6]1[CH2:10][CH:9]([OH:11])[CH2:8][C@H:7]1[CH2:12][O:13][C:14]1[CH:19]=[CH:18][C:17]([Cl:20])=[CH:16][CH:15]=1)=[O:5])[CH3:2].C(N(CC)CC)C.[CH3:28][S:29](Cl)(=[O:31])=[O:30].Cl.